This data is from Catalyst prediction with 721,799 reactions and 888 catalyst types from USPTO. The task is: Predict which catalyst facilitates the given reaction. Reactant: B(Br)(Br)Br.C[O:6][C:7]1[CH:8]=[C:9]2[C:14](=[CH:15][CH:16]=1)[CH:13]=[C:12]([C:17]1[N:22]=[CH:21][C:20]([C:23]([O:25][CH3:26])=[O:24])=[CH:19][CH:18]=1)[CH:11]=[CH:10]2.[OH-].[Na+]. Product: [OH:6][C:7]1[CH:8]=[C:9]2[C:14](=[CH:15][CH:16]=1)[CH:13]=[C:12]([C:17]1[N:22]=[CH:21][C:20]([C:23]([O:25][CH3:26])=[O:24])=[CH:19][CH:18]=1)[CH:11]=[CH:10]2. The catalyst class is: 4.